From a dataset of NCI-60 drug combinations with 297,098 pairs across 59 cell lines. Regression. Given two drug SMILES strings and cell line genomic features, predict the synergy score measuring deviation from expected non-interaction effect. (1) Drug 1: CC12CCC3C(C1CCC2O)C(CC4=C3C=CC(=C4)O)CCCCCCCCCS(=O)CCCC(C(F)(F)F)(F)F. Drug 2: C1C(C(OC1N2C=NC3=C2NC=NCC3O)CO)O. Cell line: NCI-H322M. Synergy scores: CSS=4.41, Synergy_ZIP=-0.527, Synergy_Bliss=1.87, Synergy_Loewe=1.73, Synergy_HSA=1.24. (2) Drug 1: CCC1=CC2CC(C3=C(CN(C2)C1)C4=CC=CC=C4N3)(C5=C(C=C6C(=C5)C78CCN9C7C(C=CC9)(C(C(C8N6C)(C(=O)OC)O)OC(=O)C)CC)OC)C(=O)OC.C(C(C(=O)O)O)(C(=O)O)O. Drug 2: C1=CN(C(=O)N=C1N)C2C(C(C(O2)CO)O)O.Cl. Cell line: CAKI-1. Synergy scores: CSS=58.7, Synergy_ZIP=-3.38, Synergy_Bliss=-2.34, Synergy_Loewe=0.604, Synergy_HSA=4.80. (3) Drug 1: COC1=C2C(=CC3=C1OC=C3)C=CC(=O)O2. Drug 2: C(CN)CNCCSP(=O)(O)O. Cell line: HS 578T. Synergy scores: CSS=29.8, Synergy_ZIP=8.43, Synergy_Bliss=10.1, Synergy_Loewe=-8.57, Synergy_HSA=7.58.